The task is: Regression. Given a peptide amino acid sequence and an MHC pseudo amino acid sequence, predict their binding affinity value. This is MHC class II binding data.. This data is from Peptide-MHC class II binding affinity with 134,281 pairs from IEDB. (1) The binding affinity (normalized) is 0. The MHC is DRB1_0802 with pseudo-sequence DRB1_0802. The peptide sequence is IRQAGVQYS. (2) The peptide sequence is IVALIIAIVVWTIV. The MHC is DRB1_0901 with pseudo-sequence DRB1_0901. The binding affinity (normalized) is 0.187. (3) The peptide sequence is GVTCGPGHGISVGSL. The MHC is DRB1_1001 with pseudo-sequence DRB1_1001. The binding affinity (normalized) is 0.0890. (4) The peptide sequence is EAAFTVSSKRNLADA. The MHC is HLA-DQA10102-DQB10502 with pseudo-sequence HLA-DQA10102-DQB10502. The binding affinity (normalized) is 0.0398. (5) The peptide sequence is VLTHVKINDKCPSTG. The MHC is DRB1_1101 with pseudo-sequence DRB1_1101. The binding affinity (normalized) is 0.597. (6) The MHC is DRB1_0101 with pseudo-sequence DRB1_0101. The binding affinity (normalized) is 0.600. The peptide sequence is VEALYLVCGERGFFY. (7) The peptide sequence is TVLFGVSRSMGIGSQ. The MHC is HLA-DQA10101-DQB10501 with pseudo-sequence HLA-DQA10101-DQB10501. The binding affinity (normalized) is 0.365.